Dataset: Forward reaction prediction with 1.9M reactions from USPTO patents (1976-2016). Task: Predict the product of the given reaction. (1) Given the reactants [Na].C[O-].[Na+].[C:5]([O:11]C)(=O)[CH2:6][C:7]([CH3:9])=[O:8].[Br:13][C:14]1[CH:19]=[CH:18][CH:17]=[CH:16][C:15]=1/[CH:20]=[CH:21]/C(=O)C, predict the reaction product. The product is: [Br:13][C:14]1[CH:19]=[CH:18][CH:17]=[CH:16][C:15]=1[CH:20]1[CH2:21][C:5](=[O:11])[CH:6]=[C:7]([OH:8])[CH2:9]1. (2) Given the reactants [C:1]([OH:9])(=O)[C:2]1[CH:7]=[CH:6][CH:5]=[N:4][CH:3]=1.C1CN([P+](ON2N=NC3C=CC=CC2=3)(N2CCCC2)N2CCCC2)CC1.F[P-](F)(F)(F)(F)F.C([O:46][C@H:47]1[CH2:52][CH2:51][C@@:50]([C@H:54]2[CH2:62][CH2:61][C@@:60]3([CH3:63])[C@@H:56]([CH2:57][CH2:58][C:59]3=[CH2:64])[C@@H:55]2[CH2:65][NH2:66])([CH3:53])[C@@H:49]([CH2:67][OH:68])[CH2:48]1)(=O)C.CCN(C(C)C)C(C)C, predict the reaction product. The product is: [OH:46][C@H:47]1[CH2:52][CH2:51][C@@:50]([C@H:54]2[CH2:62][CH2:61][C@@:60]3([CH3:63])[C@@H:56]([CH2:57][CH2:58][C:59]3=[CH2:64])[C@@H:55]2[CH2:65][NH:66][C:1](=[O:9])[C:2]2[CH:7]=[CH:6][CH:5]=[N:4][CH:3]=2)([CH3:53])[C@@H:49]([CH2:67][OH:68])[CH2:48]1. (3) Given the reactants [CH3:1][O:2][C:3]([C@H:5]1[CH2:7][C@@H:6]1[C:8]([OH:10])=O)=[O:4].C(Cl)(=O)C([Cl:14])=O, predict the reaction product. The product is: [C:8]([C@H:6]1[CH2:7][C@@H:5]1[C:3]([O:2][CH3:1])=[O:4])([Cl:14])=[O:10]. (4) Given the reactants C([N:8]1[CH2:13][CH2:12][N:11]([C:14]2[CH:15]=[CH:16][C:17]3[C:18]4[N:26]=[C:25]([C:27]5[CH:32]=[CH:31][CH:30]=[C:29]([C:33]([F:36])([F:35])[F:34])[CH:28]=5)[CH:24]=[C:23]([C:37]([NH2:39])=[O:38])[C:19]=4[NH:20][C:21]=3[CH:22]=2)[CH2:10][CH2:9]1)C1C=CC=CC=1.C([O-])=O.[NH4+], predict the reaction product. The product is: [N:11]1([C:14]2[CH:15]=[CH:16][C:17]3[C:18]4[N:26]=[C:25]([C:27]5[CH:32]=[CH:31][CH:30]=[C:29]([C:33]([F:34])([F:36])[F:35])[CH:28]=5)[CH:24]=[C:23]([C:37]([NH2:39])=[O:38])[C:19]=4[NH:20][C:21]=3[CH:22]=2)[CH2:12][CH2:13][NH:8][CH2:9][CH2:10]1.